Dataset: Experimentally validated miRNA-target interactions with 360,000+ pairs, plus equal number of negative samples. Task: Binary Classification. Given a miRNA mature sequence and a target amino acid sequence, predict their likelihood of interaction. (1) The miRNA is hsa-miR-4536-3p with sequence UCGUGCAUAUAUCUACCACAU. The protein sequence of the target gene is MASAGGEDCESPAPEADRPHQRPFLIGVSGGTASGKSTVCEKIMELLGQNEVEQRQRKVVILSQDRFYKVLTAEQKAKALKGQYNFDHPDAFDNDLMHRTLKNIVEGKTVEVPTYDFVTHSRLPETTVVYPADVVLFEGILVFYSQEIRDMFHLRLFVDTDSDVRLSRRVLRDVRRGRDLEQILTQYTTFVKPAFEEFCLPTKKYADVIIPRGVDNMVAINLIVQHIQDILNGDICKWHRGGSNGRSYKRTFSEPGDHPGMLTSGKRSHLESSSRPH. Result: 0 (no interaction). (2) The miRNA is hsa-miR-21-5p with sequence UAGCUUAUCAGACUGAUGUUGA. The protein sequence of the target gene is MEHQLLCCEVETIRRAYPDTNLLNDRVLRAMLKTEETCAPSVSYFKCVQKEIVPSMRKIVATWMLEVCEEQKCEEEVFPLAMNYLDRFLSLEPLKKSRLQLLGATCMFVASKMKETIPLTAEKLCIYTDNSIRPEELLQMELLLVNKLKWNLAAMTPHDFIEHFLSKMPEADENKQTIRKHAQTFVALCATDVKFISNPPSMVAAGSVVAAMQGLNLGSPNNFLSCYRTTHFLSRVIKCDPDCLRACQEQIEALLESSLRQAQQNVDPKATEEEGEVEEEAGLACTPTDVRDVDI. Result: 0 (no interaction). (3) The miRNA is hsa-miR-23b-3p with sequence AUCACAUUGCCAGGGAUUACCAC. The protein sequence of the target gene is MDKKSFEMVLDEIRKAVLTEYKLKAIEYVHGYFSSEQVVDLLRYFSWAEPQLKAMKALQHKMVAVQPTEVVNILNCFTFSKDKLVALELLASNIIDAQNSRPIEDLFRVNMSEKKRCKRILEQAFKGGCKAPHAMISSCGTIPGNPYPKGRPSRINGIFPGTPLKKDGEECTNEGKGIAARILGPSKPPPSTYNPHKPVPYPIPPCRPHATIAPSAYNNAGLVPLANVIAPPPPPYTPNPVGTENEDLSNPSKPIQNQTFSTPASQLFSPHGSNPSTPAATPVPTASPVKAINHPSASAA.... Result: 0 (no interaction). (4) The miRNA is mmu-miR-3962 with sequence AGGUAGUAGUUUGUACAUUU. The protein sequence of the target gene is MYGKIIFVLLLSEIVSISASSTTGVAMHTSTSSSVTKSYISSQTNDTHKRDTYAATPRAHEVSEISVRTVYPPEEETGERVQLAHHFSEPEITLIIFGVMAGVIGTILLISYGIRRLIKKSPSDVKPLPSPDTDVPLSSVEIENPETSDQ. Result: 0 (no interaction). (5) The miRNA is hsa-miR-98-5p with sequence UGAGGUAGUAAGUUGUAUUGUU. The protein sequence of the target gene is MAQEEEDVRDYNLTEEQKAIKAKYPPVNRKYEYLDHTADVQLHAWGDTLEEAFEQCAMAMFGYMTDTGTVEPLQTVEVETQGDDLQSLLFHFLDEWLYKFSADEFFIPREVKVLSIDQRNFKLRSIGWGEEFSLSKHPQGTEVKAITYSAMQVYNEENPEVFVIIDI. Result: 1 (interaction). (6) The miRNA is hsa-miR-665 with sequence ACCAGGAGGCUGAGGCCCCU. The protein sequence of the target gene is MMDPCSVGVQLRTTNECHKTYYTRHTGFKTLQELSSNDMLLLQLRTGMTLSGNNTICFHHVKIYIDRFEDLQKSCCDPFNIHKKLAKKNLHVIDLDDATFLSAKFGRQLVPGWKLCPKCTQIINGSVDVDTEDRQKRKPESDGRTAKALRSLQFTNPGRQTEFAPETGKREKRRLTKNATAGSDRQVIPAKSKVYDSQGLLIFSGMDLCDCLDEDCLGCFYACPACGSTKCGAECRCDRKWLYEQIEIEGGEIIHNKHAG. Result: 1 (interaction). (7) The miRNA is cgr-miR-29b-3p with sequence UAGCACCAUUUGAAAUCAGUGUU. The protein sequence of the target gene is MGALSSRVLRPAGRTEQPEPTPGAGGAARRSDAGEDAGHSFCYCPGGRKRKRSSGTFCYCHPDSETDDDEDEGDEQQRLLNTPRRKKLKSTSKYIYQTLFLNGENSDIKICALGEEWSLHKIYLCQSGYFSSMFSGSWKESSMNIIELEIPDQNIDIEALQVAFGSLYRDDVLIKPSRVVAILAAACMLQLDGLIQQCGETMKETISVRTVCGYYTSAGTYGLDSVKKKCLEWLLNNLMTHQSVELFKELSINVMKQLIGSSNLFVMQVEMDVYTALKKWMFLQLVPSWNGSLKQLLTET.... Result: 0 (no interaction). (8) The miRNA is hsa-miR-4723-3p with sequence CCCUCUCUGGCUCCUCCCCAAA. The protein sequence of the target gene is MEDCNVHSAASILASVKEQEARFERLTRALEQERRHVALQLERAQQPGMSSGGMVGSGQPLPMAWQQLVLQEQSPGSQASLATMPEAPEVLEETVTVEEDPGTPTSHVSIVTSEDGTTRRTETKVTKTVKTVTTRTVRQVPLGPDGLPLLDGGPPLGSFADGPLDRHYLLRGGGGPAATLSRTYHSSGGGFPDGPESRDIPSYGSLSRGLGVRPPRTGLLGPGPGDGCFTLPGRREAFPMGSESGPPSGRSLPEHFQAEPYGLEDDTRSLAADDEGGPDLEPDYSTATRRRPEYGRGLRA.... Result: 0 (no interaction). (9) The miRNA is mmu-miR-208b-3p with sequence AUAAGACGAACAAAAGGUUUGU. The protein sequence of the target gene is MAALGHLAGEAAAAPGPGTPCASRGARLPGPVSSARNPSTVCLCPEQPTCSNADSRAHPLGDEGGTASKKQKNKKKTRNRASVANGGEKASEKLAPEEVPLSAEAQAQQLAQELAWCVEQLELGLKRQKPTPKQKEQAIGAIRTLRSKRTPLPRKRQLMHSLFGDYRAQMEAEWREALRALRAAAYSAQVQPVDGATRKKSQRVCRPRSIWRAKATLDMPDEEFRFNFF. Result: 0 (no interaction).